Regression. Given two drug SMILES strings and cell line genomic features, predict the synergy score measuring deviation from expected non-interaction effect. From a dataset of NCI-60 drug combinations with 297,098 pairs across 59 cell lines. Drug 1: C1=CC(=CC=C1CC(C(=O)O)N)N(CCCl)CCCl.Cl. Drug 2: C1=NC2=C(N1)C(=S)N=C(N2)N. Cell line: MOLT-4. Synergy scores: CSS=59.4, Synergy_ZIP=-3.04, Synergy_Bliss=-2.75, Synergy_Loewe=-3.53, Synergy_HSA=0.0323.